This data is from Reaction yield outcomes from USPTO patents with 853,638 reactions. The task is: Predict the reaction yield, written as a fraction of the theoretical maximum amount of product (1.0 means a 100% yield; for example, 0.34 means a 34% yield). (1) The reactants are [C:1]([O:4][C:5]1[CH:10]=[CH:9][C:8]([CH:11]2[CH:20](O)[C:19]3[C:14](=[CH:15][C:16]([O:22][C:23](=[O:25])[CH3:24])=[CH:17][CH:18]=3)[O:13][CH:12]2[C:26]([F:29])([F:28])[F:27])=[CH:7][CH:6]=1)(=[O:3])[CH3:2].P(=O)(O)(O)O.C(=O)([O-])O.[Na+]. The catalyst is C1(C)C=CC=CC=1. The product is [C:23]([O:22][C:16]1[CH:15]=[C:14]2[C:19]([CH:20]=[C:11]([C:8]3[CH:7]=[CH:6][C:5]([O:4][C:1](=[O:3])[CH3:2])=[CH:10][CH:9]=3)[CH:12]([C:26]([F:27])([F:28])[F:29])[O:13]2)=[CH:18][CH:17]=1)(=[O:25])[CH3:24]. The yield is 0.170. (2) The reactants are [C:1]([O:4][CH2:5][C:6]([CH2:17][O:18][Si](C(C)(C)C)(C)C)([C:12]([O:14][CH2:15][CH3:16])=[O:13])[C:7]([O:9][CH2:10][CH3:11])=[O:8])(=[O:3])[CH3:2].C([O-])(=O)C.C([NH+](CC)CC)C. The catalyst is C1COCC1. The product is [C:1]([O:4][CH2:5][C:6]([CH2:17][OH:18])([C:12]([O:14][CH2:15][CH3:16])=[O:13])[C:7]([O:9][CH2:10][CH3:11])=[O:8])(=[O:3])[CH3:2]. The yield is 0.740. (3) The product is [O:14]([CH2:13][C:12]([N:9]1[CH2:10][CH2:11][C:6]2=[N:5][N:4]([CH2:1][CH2:2][CH3:3])[C:22]([C:23]3[CH:28]=[CH:27][CH:26]=[CH:25][CH:24]=3)=[C:7]2[CH2:8]1)=[O:21])[C:15]1[CH:20]=[CH:19][CH:18]=[CH:17][CH:16]=1. The catalyst is CO.[Pd]. The reactants are [CH2:1]([N:4]1[C:22]([C:23]2[CH:28]=[CH:27][CH:26]=[CH:25][CH:24]=2)=[C:7]2[CH2:8][N:9]([C:12](=[O:21])[CH2:13][O:14][C:15]3[CH:20]=[CH:19][CH:18]=[CH:17][CH:16]=3)[CH2:10][CH2:11][C:6]2=[N:5]1)[CH:2]=[CH2:3]. The yield is 0.504. (4) The reactants are [OH-].[Na+].[Cl:3][C:4]1[CH:26]=[C:25]([C:27]([NH:29][CH2:30][C:31]2[CH:36]=[CH:35][CH:34]=[C:33]([O:37]C(C3C=CSC=3)=O)[CH:32]=2)=[O:28])[CH:24]=[C:23]([Cl:45])[C:5]=1[C:6]([NH:8][C@H:9]([C:19]([O:21]C)=[O:20])[CH2:10][NH:11][C:12]([C:14]1[CH:18]=[CH:17][S:16][CH:15]=1)=[O:13])=[O:7].ClC1C=C(C(NCC2C=CC=C(O)C=2)=O)C=C(Cl)C=1C(N[C@H](C(OC)=O)CNC(C1C=CSC=1)=O)=O. The catalyst is CO. The product is [Cl:3][C:4]1[CH:26]=[C:25]([C:27]([NH:29][CH2:30][C:31]2[CH:36]=[CH:35][CH:34]=[C:33]([OH:37])[CH:32]=2)=[O:28])[CH:24]=[C:23]([Cl:45])[C:5]=1[C:6]([NH:8][C@H:9]([C:19]([OH:21])=[O:20])[CH2:10][NH:11][C:12]([C:14]1[CH:18]=[CH:17][S:16][CH:15]=1)=[O:13])=[O:7]. The yield is 0.780. (5) The reactants are Cl[C:2]1[N:3]([CH2:25][CH:26]([CH3:28])[CH3:27])[C:4]2[C:9]([N:10]=1)=[C:8]([N:11]1[CH2:16][CH2:15][O:14][CH2:13][C@@H:12]1[CH3:17])[N:7]=[C:6]([C:18]1[CH:19]=[N:20][C:21]([NH2:24])=[N:22][CH:23]=1)[N:5]=2.[NH:29]1[CH2:34][CH2:33][NH:32][CH2:31][CH2:30]1. The catalyst is CN1CCCC1=O. The product is [CH2:25]([N:3]1[C:2]([N:29]2[CH2:34][CH2:33][NH:32][CH2:31][CH2:30]2)=[N:10][C:9]2[C:4]1=[N:5][C:6]([C:18]1[CH:19]=[N:20][C:21]([NH2:24])=[N:22][CH:23]=1)=[N:7][C:8]=2[N:11]1[CH2:16][CH2:15][O:14][CH2:13][C@@H:12]1[CH3:17])[CH:26]([CH3:28])[CH3:27]. The yield is 0.710. (6) The reactants are [NH2:1][CH2:2][CH2:3][C:4]#[N:5].C(N(CC)CC)C.FC(F)(F)S(O[Si:19]([CH3:22])([CH3:21])[CH3:20])(=O)=O. The catalyst is C1(C)C=CC=CC=1. The product is [CH3:20][Si:19]([N:5]([Si:19]([CH3:22])([CH3:21])[CH3:20])[CH2:4][CH2:3][C:2]#[N:1])([CH3:22])[CH3:21]. The yield is 0.900. (7) The product is [CH3:25][C@H:10]1[CH2:9][NH:8][CH2:14][C:13]2[N:15]=[CH:16][C:17]([N:19]3[CH2:24][CH2:23][O:22][CH2:21][CH2:20]3)=[N:18][C:12]=2[O:11]1. The yield is 0.210. The catalyst is [OH-].[OH-].[Pd+2].CO. The reactants are C([N:8]1[CH2:14][C:13]2[N:15]=[CH:16][C:17]([N:19]3[CH2:24][CH2:23][O:22][CH2:21][CH2:20]3)=[N:18][C:12]=2[O:11][C@@H:10]([CH3:25])[CH2:9]1)C1C=CC=CC=1.